Task: Regression. Given two drug SMILES strings and cell line genomic features, predict the synergy score measuring deviation from expected non-interaction effect.. Dataset: NCI-60 drug combinations with 297,098 pairs across 59 cell lines (1) Drug 1: CC1=C2C(C(=O)C3(C(CC4C(C3C(C(C2(C)C)(CC1OC(=O)C(C(C5=CC=CC=C5)NC(=O)OC(C)(C)C)O)O)OC(=O)C6=CC=CC=C6)(CO4)OC(=O)C)OC)C)OC. Drug 2: CC1=CC2C(CCC3(C2CCC3(C(=O)C)OC(=O)C)C)C4(C1=CC(=O)CC4)C. Cell line: K-562. Synergy scores: CSS=54.2, Synergy_ZIP=8.29, Synergy_Bliss=4.75, Synergy_Loewe=-35.6, Synergy_HSA=4.42. (2) Drug 1: C1=CC=C(C=C1)NC(=O)CCCCCCC(=O)NO. Synergy scores: CSS=40.0, Synergy_ZIP=-3.91, Synergy_Bliss=-2.71, Synergy_Loewe=-5.63, Synergy_HSA=0.674. Cell line: CAKI-1. Drug 2: CC1C(C(CC(O1)OC2CC(CC3=C2C(=C4C(=C3O)C(=O)C5=CC=CC=C5C4=O)O)(C(=O)C)O)N)O. (3) Drug 1: CC1=C2C(C(=O)C3(C(CC4C(C3C(C(C2(C)C)(CC1OC(=O)C(C(C5=CC=CC=C5)NC(=O)OC(C)(C)C)O)O)OC(=O)C6=CC=CC=C6)(CO4)OC(=O)C)OC)C)OC. Drug 2: C#CCC(CC1=CN=C2C(=N1)C(=NC(=N2)N)N)C3=CC=C(C=C3)C(=O)NC(CCC(=O)O)C(=O)O. Cell line: T-47D. Synergy scores: CSS=36.4, Synergy_ZIP=5.18, Synergy_Bliss=5.24, Synergy_Loewe=4.95, Synergy_HSA=6.07. (4) Drug 1: C1=CC(=CC=C1CCCC(=O)O)N(CCCl)CCCl. Drug 2: C1CCC(C(C1)N)N.C(=O)(C(=O)[O-])[O-].[Pt+4]. Cell line: HCT-15. Synergy scores: CSS=16.4, Synergy_ZIP=-5.15, Synergy_Bliss=-5.20, Synergy_Loewe=-6.20, Synergy_HSA=-4.93. (5) Drug 1: CC12CCC(CC1=CCC3C2CCC4(C3CC=C4C5=CN=CC=C5)C)O. Drug 2: CCC1(CC2CC(C3=C(CCN(C2)C1)C4=CC=CC=C4N3)(C5=C(C=C6C(=C5)C78CCN9C7C(C=CC9)(C(C(C8N6C=O)(C(=O)OC)O)OC(=O)C)CC)OC)C(=O)OC)O.OS(=O)(=O)O. Cell line: SF-295. Synergy scores: CSS=33.0, Synergy_ZIP=4.91, Synergy_Bliss=6.38, Synergy_Loewe=-29.8, Synergy_HSA=8.20. (6) Drug 1: CC1=C2C(C(=O)C3(C(CC4C(C3C(C(C2(C)C)(CC1OC(=O)C(C(C5=CC=CC=C5)NC(=O)OC(C)(C)C)O)O)OC(=O)C6=CC=CC=C6)(CO4)OC(=O)C)O)C)O. Drug 2: CC1CCC2CC(C(=CC=CC=CC(CC(C(=O)C(C(C(=CC(C(=O)CC(OC(=O)C3CCCCN3C(=O)C(=O)C1(O2)O)C(C)CC4CCC(C(C4)OC)OCCO)C)C)O)OC)C)C)C)OC. Cell line: KM12. Synergy scores: CSS=3.97, Synergy_ZIP=-0.323, Synergy_Bliss=2.56, Synergy_Loewe=3.90, Synergy_HSA=1.80. (7) Drug 1: C1CC(=O)NC(=O)C1N2CC3=C(C2=O)C=CC=C3N. Drug 2: CNC(=O)C1=NC=CC(=C1)OC2=CC=C(C=C2)NC(=O)NC3=CC(=C(C=C3)Cl)C(F)(F)F. Cell line: OVCAR-5. Synergy scores: CSS=32.4, Synergy_ZIP=-1.19, Synergy_Bliss=1.05, Synergy_Loewe=-0.833, Synergy_HSA=-0.800. (8) Drug 1: C1CNP(=O)(OC1)N(CCCl)CCCl. Drug 2: CC(C)CN1C=NC2=C1C3=CC=CC=C3N=C2N. Cell line: UO-31. Synergy scores: CSS=-3.63, Synergy_ZIP=0.796, Synergy_Bliss=-0.934, Synergy_Loewe=-9.69, Synergy_HSA=-6.55.